Task: Predict which catalyst facilitates the given reaction.. Dataset: Catalyst prediction with 721,799 reactions and 888 catalyst types from USPTO Product: [Cl:19][C:14]([F:18])([C:13]([Cl:12])([F:21])[F:20])[CH2:15][CH2:16][C:5]([CH2:4][CH2:3][C:2]([F:10])([F:11])[F:1])([C:8]#[N:9])[C:6]#[N:7]. Reactant: [F:1][C:2]([F:11])([F:10])[CH2:3][CH2:4][CH:5]([C:8]#[N:9])[C:6]#[N:7].[Cl:12][C:13]([F:21])([F:20])[C:14]([Cl:19])([F:18])[CH2:15][CH2:16]I.C(=O)([O-])[O-].[K+].[K+].Cl. The catalyst class is: 16.